The task is: Predict the reactants needed to synthesize the given product.. This data is from Full USPTO retrosynthesis dataset with 1.9M reactions from patents (1976-2016). Given the product [C:26]([C:4]1[C:5]([O:24][CH3:25])=[C:6](/[CH:8]=[CH:9]/[C:10]2[CH:15]=[CH:14][C:13]([NH:16][S:17]([CH3:20])(=[O:19])=[O:18])=[CH:12][C:11]=2[CH2:21][O:22][CH3:23])[CH:7]=[C:2]([C:34]2[C:35]([O:37][CH3:38])=[N:36][C:31]([CH3:30])=[CH:32][CH:33]=2)[CH:3]=1)([CH3:29])([CH3:27])[CH3:28], predict the reactants needed to synthesize it. The reactants are: Br[C:2]1[CH:3]=[C:4]([C:26]([CH3:29])([CH3:28])[CH3:27])[C:5]([O:24][CH3:25])=[C:6](/[CH:8]=[CH:9]/[C:10]2[CH:15]=[CH:14][C:13]([NH:16][S:17]([CH3:20])(=[O:19])=[O:18])=[CH:12][C:11]=2[CH2:21][O:22][CH3:23])[CH:7]=1.[CH3:30][C:31]1[N:36]=[C:35]([O:37][CH3:38])[C:34](B(O)O)=[CH:33][CH:32]=1.